From a dataset of Full USPTO retrosynthesis dataset with 1.9M reactions from patents (1976-2016). Predict the reactants needed to synthesize the given product. The reactants are: [NH2:1][CH:2]1[CH2:7][CH2:6][N:5]([C:8]([O:10][C:11]([CH3:14])([CH3:13])[CH3:12])=[O:9])[CH2:4][CH2:3]1.C(N(CC)C(C)C)(C)C.Cl[C:25]([O:27][CH2:28][C:29]1[CH:34]=[CH:33][CH:32]=[CH:31][CH:30]=1)=[O:26].C(=O)(O)[O-].[Na+]. Given the product [CH2:28]([O:27][C:25]([NH:1][CH:2]1[CH2:3][CH2:4][N:5]([C:8]([O:10][C:11]([CH3:14])([CH3:13])[CH3:12])=[O:9])[CH2:6][CH2:7]1)=[O:26])[C:29]1[CH:34]=[CH:33][CH:32]=[CH:31][CH:30]=1, predict the reactants needed to synthesize it.